Task: Predict the reaction yield, written as a fraction of the theoretical maximum amount of product (1.0 means a 100% yield; for example, 0.34 means a 34% yield).. Dataset: Reaction yield outcomes from USPTO patents with 853,638 reactions The reactants are [CH3:1][NH:2][C:3]([C:5]1[NH:6][C:7]([C:11]([CH3:14])([CH3:13])[CH3:12])=[CH:8][C:9]=1[NH2:10])=[O:4].[C:15]1([CH3:24])[CH:20]=[CH:19][C:18]([N:21]=[C:22]=[O:23])=[CH:17][CH:16]=1. The catalyst is C(Cl)Cl. The product is [CH3:1][NH:2][C:3]([C:5]1[NH:6][C:7]([C:11]([CH3:14])([CH3:13])[CH3:12])=[CH:8][C:9]=1[NH:10][C:22]([NH:21][C:18]1[CH:19]=[CH:20][C:15]([CH3:24])=[CH:16][CH:17]=1)=[O:23])=[O:4]. The yield is 0.740.